The task is: Predict the product of the given reaction.. This data is from Forward reaction prediction with 1.9M reactions from USPTO patents (1976-2016). (1) Given the reactants [C:1]([O:5][C:6]([N:8]([CH2:36][C@H:37]([OH:44])[C:38]1[CH:43]=[CH:42][CH:41]=[CH:40][CH:39]=1)[CH2:9][CH2:10][C:11]1[CH:16]=[CH:15][C:14]([C:17]2[CH:22]=[CH:21][C:20]([CH2:23][C:24]([O:26]CC)=[O:25])=[C:19]([O:29][CH:30]3[CH2:35][CH2:34][CH2:33][CH2:32][CH2:31]3)[CH:18]=2)=[CH:13][CH:12]=1)=[O:7])([CH3:4])([CH3:3])[CH3:2].[OH-].[Na+].Cl, predict the reaction product. The product is: [C:1]([O:5][C:6]([N:8]([CH2:36][C@H:37]([OH:44])[C:38]1[CH:43]=[CH:42][CH:41]=[CH:40][CH:39]=1)[CH2:9][CH2:10][C:11]1[CH:12]=[CH:13][C:14]([C:17]2[CH:22]=[CH:21][C:20]([CH2:23][C:24]([OH:26])=[O:25])=[C:19]([O:29][CH:30]3[CH2:35][CH2:34][CH2:33][CH2:32][CH2:31]3)[CH:18]=2)=[CH:15][CH:16]=1)=[O:7])([CH3:4])([CH3:2])[CH3:3]. (2) Given the reactants [Br:1][C:2]1[N:7]=[C:6]([F:8])[C:5]2[O:9][C:10]3[C:15]([C:16](=O)[C:4]=2[CH:3]=1)=[CH:14][C:13]([C:18]1[C:19]([F:24])=[N:20][CH:21]=[CH:22][CH:23]=1)=[CH:12][CH:11]=3.[CH3:25][Mg]Br.Cl, predict the reaction product. The product is: [Br:1][C:2]1[N:7]=[C:6]([F:8])[C:5]2[O:9][C:10]3[C:15]([C:16](=[CH2:25])[C:4]=2[CH:3]=1)=[CH:14][C:13]([C:18]1[C:19]([F:24])=[N:20][CH:21]=[CH:22][CH:23]=1)=[CH:12][CH:11]=3. (3) Given the reactants [CH3:1][C:2]1([CH3:20])[O:7][CH2:6][CH:5]([CH2:8][O:9][C:10]2[C:15]([CH3:16])=[CH:14][N+:13]([O-])=[C:12]([CH3:18])[C:11]=2[CH3:19])[CH2:4][O:3]1, predict the reaction product. The product is: [C:2]([O:7][CH2:18][C:12]1[C:11]([CH3:19])=[C:10]([O:9][CH2:8][CH:5]2[CH2:6][O:7][C:2]([CH3:20])([CH3:1])[O:3][CH2:4]2)[C:15]([CH3:16])=[CH:14][N:13]=1)(=[O:3])[CH3:1]. (4) The product is: [CH3:1][C:2]([CH3:15])([CH2:8][C:9]1[CH:14]=[CH:13][CH:12]=[CH:11][CH:10]=1)[C:3]([OH:5])=[O:4]. Given the reactants [CH3:1][C:2]([CH3:15])([CH2:8][C:9]1[CH:14]=[CH:13][CH:12]=[CH:11][CH:10]=1)[C:3]([O:5]CC)=[O:4].O.[OH-].[Li+], predict the reaction product. (5) Given the reactants [Br:1][C:2]1[C:10]2[CH2:9][O:8][C:7](=[O:11])[C:6]=2[CH:5]=[CH:4][C:3]=1Br.[CH:13]([B-](F)(F)F)=[CH2:14].[K+], predict the reaction product. The product is: [Br:1][C:2]1[C:10]2[CH2:9][O:8][C:7](=[O:11])[C:6]=2[CH:5]=[CH:4][C:3]=1[CH:13]=[CH2:14].